Dataset: Reaction yield outcomes from USPTO patents with 853,638 reactions. Task: Predict the reaction yield, written as a fraction of the theoretical maximum amount of product (1.0 means a 100% yield; for example, 0.34 means a 34% yield). The reactants are [Br:1][C:2]1[S:6][C:5]([S:7]([NH:10][C@H:11]([C:21](OCC)=[O:22])[CH:12]([C:17]([F:20])([F:19])[F:18])[C:13]([F:16])([F:15])[F:14])(=[O:9])=[O:8])=[CH:4][CH:3]=1.[Li+].[BH4-]. The catalyst is C1COCC1. The product is [Br:1][C:2]1[S:6][C:5]([S:7]([NH:10][CH:11]([CH2:21][OH:22])[CH:12]([C:17]([F:18])([F:20])[F:19])[C:13]([F:15])([F:16])[F:14])(=[O:8])=[O:9])=[CH:4][CH:3]=1. The yield is 0.596.